This data is from Retrosynthesis with 50K atom-mapped reactions and 10 reaction types from USPTO. The task is: Predict the reactants needed to synthesize the given product. (1) Given the product CC(C)(C)OC(=O)NC[C@H]1CC[C@H](C(=O)NC(Cc2ccccc2)c2cc(-c3ccc(C(N)=O)cc3)cs2)CC1, predict the reactants needed to synthesize it. The reactants are: CC(C)(C)OC(=O)NC[C@H]1CC[C@H](C(=O)NC(Cc2ccccc2)c2cc(Br)cs2)CC1.NC(=O)c1ccc(B(O)O)cc1. (2) Given the product C=CCN(C)C/C=C/COc1ccc(C(=O)CC(O)C=C(C)C)cc1F, predict the reactants needed to synthesize it. The reactants are: C=CCN(C)C/C=C/COc1ccc(C(C)=O)cc1F.CC(C)=CC=O. (3) Given the product O=C1C[C@H]2[C@H](C[C@@H](OC(=O)c3ccccc3)[C@@H]2/C=C/C(=O)c2cc3ccccc3s2)O1, predict the reactants needed to synthesize it. The reactants are: CCOP(=O)(CC(=O)c1cc2ccccc2s1)OCC.O=C[C@H]1[C@H](OC(=O)c2ccccc2)C[C@@H]2OC(=O)C[C@@H]21. (4) Given the product CC(=O)NCc1ccc(C2=NOC(c3cc(Cl)cc(Cl)c3)(C(F)(F)F)C2)cc1, predict the reactants needed to synthesize it. The reactants are: CC(=O)Cl.NCc1ccc(C2=NOC(c3cc(Cl)cc(Cl)c3)(C(F)(F)F)C2)cc1. (5) Given the product COc1ccc(CNc2nc(-n3cccn3)nc3sc(Cl)cc23)cc1OC, predict the reactants needed to synthesize it. The reactants are: COc1ccc(CNc2nc(Cl)nc3sc(Cl)cc23)cc1OC.c1cn[nH]c1. (6) Given the product CCc1nn(C(C)C)c(CC)c1Cc1nccn1Cc1ccccc1, predict the reactants needed to synthesize it. The reactants are: CC(C)NN.CCC(=O)C(Cc1nccn1Cc1ccccc1)C(=O)CC. (7) Given the product CCC(CCO[C@@H]1CCC[C@H](OCc2nc(-c3ccc(F)cc3)oc2C)C1)C(=O)O, predict the reactants needed to synthesize it. The reactants are: CCC(=CCO[C@@H]1CCC[C@H](OCc2nc(-c3ccc(F)cc3)oc2C)C1)C(=O)O. (8) Given the product Cc1nc(C(=O)N2C[C@@H]3C[C@@H]3[C@H]2CNC(=O)c2c(C)n(C)c3ccccc23)c(-c2cccc(Cl)c2)s1, predict the reactants needed to synthesize it. The reactants are: Cc1c(C(=O)O)c2ccccc2n1C.Cc1nc(C(=O)N2C[C@@H]3C[C@@H]3[C@H]2CN)c(-c2cccc(Cl)c2)s1. (9) Given the product Cc1cc2c(=O)n(C)c(Cn3cc(CO)c(C(F)(F)F)n3)nc2s1, predict the reactants needed to synthesize it. The reactants are: CI.Cc1cc2c(=O)[nH]c(Cn3cc(CO)c(C(F)(F)F)n3)nc2s1.